Dataset: Catalyst prediction with 721,799 reactions and 888 catalyst types from USPTO. Task: Predict which catalyst facilitates the given reaction. (1) Product: [C:10]([O:14][C:15]([N:17]1[CH2:22][CH2:21][N:20]([C:7]([CH:4]2[CH2:5][CH2:6][O:1][CH2:2][CH2:3]2)=[O:8])[CH:19]([C:23]([OH:25])=[O:24])[CH2:18]1)=[O:16])([CH3:13])([CH3:11])[CH3:12]. The catalyst class is: 46. Reactant: [O:1]1[CH2:6][CH2:5][CH:4]([C:7](Cl)=[O:8])[CH2:3][CH2:2]1.[C:10]([O:14][C:15]([N:17]1[CH2:22][CH2:21][NH:20][CH:19]([C:23]([OH:25])=[O:24])[CH2:18]1)=[O:16])([CH3:13])([CH3:12])[CH3:11].C(N(CC)CC)C.Cl. (2) Reactant: C[O:2][C:3](=[O:21])[CH:4]=[CH:5][C:6]1[C:7]([N:16]([CH2:19][CH3:20])[CH2:17][CH3:18])=[N:8][C:9]([C:12]([F:15])([F:14])[F:13])=[CH:10][CH:11]=1.[Li+].[OH-]. Product: [CH2:19]([N:16]([CH2:17][CH3:18])[C:7]1[C:6]([CH:5]=[CH:4][C:3]([OH:21])=[O:2])=[CH:11][CH:10]=[C:9]([C:12]([F:15])([F:13])[F:14])[N:8]=1)[CH3:20]. The catalyst class is: 20. (3) Product: [F:49][C:47]1[CH:48]=[C:43]([C@H:39]2[CH2:40][CH2:41][CH2:42][N:38]2[C:35]2[CH:19]=[CH:20][N:21]3[N:22]=[CH:23][C:29]([C:27]([NH:26][C:25]4[N:21]([CH2:20][CH2:19][OH:18])[N:22]=[CH:23][CH:24]=4)=[O:28])=[C:37]3[N:36]=2)[C:44]([OH:50])=[N:45][CH:46]=1. Reactant: [Si]([O:18][CH2:19][CH2:20][N:21]1[C:25]([NH:26][C:27]([C:29]2[C:37]3[N:36]=[C:35]([N:38]4[CH2:42][CH2:41][CH2:40][C@@H:39]4[C:43]4[C:44]([O:50]C)=[N:45][CH:46]=[C:47]([F:49])[CH:48]=4)N=CC=3NN=2)=[O:28])=[CH:24][CH:23]=[N:22]1)(C(C)(C)C)(C1C=CC=CC=1)C1C=CC=CC=1. The catalyst class is: 89. (4) Reactant: [C:1]([Si:5]([O:8][CH2:9][CH2:10][CH2:11][C@@H:12]([O:33][CH2:34][C:35]1[CH:40]=[CH:39][C:38]([O:41][CH2:42][CH2:43][CH2:44][C:45]([F:75])([F:74])[C:46]([F:73])([F:72])[C:47]([F:71])([F:70])[C:48]([F:69])([F:68])[C:49]([F:67])([F:66])[C:50]([F:65])([F:64])[C:51]([F:63])([F:62])[C:52]([F:61])([F:60])[C:53]([F:59])([F:58])[C:54]([F:57])([F:56])[F:55])=[CH:37][CH:36]=1)[C@H:13]([CH3:32])[C@@H:14]([O:20][CH2:21][C:22]1[CH:27]=[CH:26][C:25]([O:28][CH3:29])=[C:24]([O:30][CH3:31])[CH:23]=1)[C@@H:15]([CH3:19])/[CH:16]=[CH:17]\I)([CH3:7])[CH3:6])([CH3:4])([CH3:3])[CH3:2].[C:76]1([Zn]I)[CH:81]=[CH:80][CH:79]=[CH:78][CH:77]=1.CCOC(C)=O.CCCCCC. Product: [C:1]([Si:5]([O:8][CH2:9][CH2:10][CH2:11][C@@H:12]([O:33][CH2:34][C:35]1[CH:40]=[CH:39][C:38]([O:41][CH2:42][CH2:43][CH2:44][C:45]([F:75])([F:74])[C:46]([F:73])([F:72])[C:47]([F:71])([F:70])[C:48]([F:69])([F:68])[C:49]([F:67])([F:66])[C:50]([F:65])([F:64])[C:51]([F:63])([F:62])[C:52]([F:61])([F:60])[C:53]([F:59])([F:58])[C:54]([F:57])([F:56])[F:55])=[CH:37][CH:36]=1)[C@H:13]([CH3:32])[C@@H:14]([O:20][CH2:21][C:22]1[CH:27]=[CH:26][C:25]([O:28][CH3:29])=[C:24]([O:30][CH3:31])[CH:23]=1)[C@@H:15]([CH3:19])/[CH:16]=[CH:17]\[C:76]1[CH:81]=[CH:80][CH:79]=[CH:78][CH:77]=1)([CH3:7])[CH3:6])([CH3:4])([CH3:3])[CH3:2]. The catalyst class is: 176. (5) Reactant: [F:1][C:2]1[C:3]([NH:20][CH3:21])=[C:4]([CH:6]=[C:7]([F:19])[C:8]=1[N:9]1[CH2:14][CH2:13][CH:12]([C:15]([F:18])([F:17])[F:16])[CH2:11][CH2:10]1)[NH2:5].[Cl:22][C:23]1[CH:39]=[CH:38][C:26]([CH2:27][NH:28][C:29]([C:31]2([C:34]([F:37])([F:36])[F:35])[CH2:33][CH2:32]2)=[O:30])=[CH:25][C:24]=1[N:40]=[C:41]=S.CC(C)N=C=NC(C)C. Product: [Cl:22][C:23]1[CH:39]=[CH:38][C:26]([CH2:27][NH:28][C:29]([C:31]2([C:34]([F:37])([F:36])[F:35])[CH2:33][CH2:32]2)=[O:30])=[CH:25][C:24]=1[NH:40][C:41]1[N:20]([CH3:21])[C:3]2[C:2]([F:1])=[C:8]([N:9]3[CH2:14][CH2:13][CH:12]([C:15]([F:16])([F:18])[F:17])[CH2:11][CH2:10]3)[C:7]([F:19])=[CH:6][C:4]=2[N:5]=1. The catalyst class is: 3. (6) Reactant: [N:1]12[CH2:8][CH2:7][CH:4]([CH2:5][CH2:6]1)[C@@H:3]([O:9][C:10](=[O:61])[NH:11][C:12]1[CH:17]=[C:16](/[CH:18]=[CH:19]/[CH2:20][CH2:21][C:22]3[O:23][C:24]4[CH:30]=[CH:29][C:28]([CH2:31][NH:32][CH2:33][C@H:34]([O:47][Si:48]([C:51]([CH3:54])([CH3:53])[CH3:52])([CH3:50])[CH3:49])[C:35]5[CH:44]=[CH:43][C:42]([OH:45])=[C:41]6[C:36]=5[CH:37]=[CH:38][C:39](=[O:46])[NH:40]6)=[CH:27][C:25]=4[N:26]=3)[CH:15]=[CH:14][C:13]=1[C:55]1[CH:60]=[CH:59][CH:58]=[CH:57][CH:56]=1)[CH2:2]2.[H][H]. Product: [N:1]12[CH2:6][CH2:5][CH:4]([CH2:7][CH2:8]1)[C@@H:3]([O:9][C:10](=[O:61])[NH:11][C:12]1[CH:17]=[C:16]([CH2:18][CH2:19][CH2:20][CH2:21][C:22]3[O:23][C:24]4[CH:30]=[CH:29][C:28]([CH2:31][NH:32][CH2:33][C@H:34]([O:47][Si:48]([C:51]([CH3:54])([CH3:53])[CH3:52])([CH3:49])[CH3:50])[C:35]5[CH:44]=[CH:43][C:42]([OH:45])=[C:41]6[C:36]=5[CH:37]=[CH:38][C:39](=[O:46])[NH:40]6)=[CH:27][C:25]=4[N:26]=3)[CH:15]=[CH:14][C:13]=1[C:55]1[CH:56]=[CH:57][CH:58]=[CH:59][CH:60]=1)[CH2:2]2. The catalyst class is: 19. (7) Reactant: [Br:1][C:2]1[CH:7]=[CH:6][C:5]([NH2:8])=[C:4]([NH2:9])[CH:3]=1.S(=O)(O)[O-].[Na+].[N:15]1[CH:20]=[CH:19][CH:18]=[CH:17][C:16]=1[CH:21]=O. Product: [Br:1][C:2]1[CH:7]=[CH:6][C:5]2[NH:8][C:21]([C:16]3[CH:17]=[CH:18][CH:19]=[CH:20][N:15]=3)=[N:9][C:4]=2[CH:3]=1. The catalyst class is: 97. (8) Reactant: [CH3:1][O:2][C:3](=[O:27])[CH2:4][O:5][C:6]1[CH:15]=[CH:14][C:13]([Cl:16])=[C:12]2[C:7]=1[C:8](=[O:26])[C:9]([CH2:18][C:19]1[CH:24]=[CH:23][C:22]([Cl:25])=[CH:21][CH:20]=1)=[C:10]([CH3:17])[NH:11]2.C(=O)([O-])[O-].[K+].[K+].Cl[CH:35]([F:37])[F:36]. The catalyst class is: 9. Product: [CH3:1][O:2][C:3](=[O:27])[CH2:4][O:5][C:6]1[CH:15]=[CH:14][C:13]([Cl:16])=[C:12]2[C:7]=1[C:8]([O:26][CH:35]([F:37])[F:36])=[C:9]([CH2:18][C:19]1[CH:20]=[CH:21][C:22]([Cl:25])=[CH:23][CH:24]=1)[C:10]([CH3:17])=[N:11]2. (9) Reactant: [C:1]([C:5]1[CH:6]=[CH:7][C:8]([CH3:12])=[C:9]([OH:11])[CH:10]=1)([CH3:4])([CH3:3])[CH3:2].C1C=CC(N([S:20]([C:23]([F:26])([F:25])[F:24])(=[O:22])=[O:21])[S:20]([C:23]([F:26])([F:25])[F:24])(=[O:22])=[O:21])=CC=1. Product: [C:1]([C:5]1[CH:6]=[CH:7][C:8]([CH3:12])=[C:9]([O:11][S:20]([C:23]([F:26])([F:25])[F:24])(=[O:22])=[O:21])[CH:10]=1)([CH3:4])([CH3:3])[CH3:2]. The catalyst class is: 119.